From a dataset of Reaction yield outcomes from USPTO patents with 853,638 reactions. Predict the reaction yield, written as a fraction of the theoretical maximum amount of product (1.0 means a 100% yield; for example, 0.34 means a 34% yield). (1) The reactants are [OH:1][CH2:2][C:3]1[CH:18]=[CH:17][C:6]2[O:7][C:8]3[CH:16]=[CH:15][CH:14]=[CH:13][C:9]=3[C:10](=[O:12])[NH:11][C:5]=2[CH:4]=1.C[N+]1([O-])CCOCC1. The catalyst is C(#N)C.C(OCC)(=O)C.[Ru]([O-])(=O)(=O)=O.C([N+](CCC)(CCC)CCC)CC. The product is [O:12]=[C:10]1[C:9]2[CH:13]=[CH:14][CH:15]=[CH:16][C:8]=2[O:7][C:6]2[CH:17]=[CH:18][C:3]([CH:2]=[O:1])=[CH:4][C:5]=2[NH:11]1. The yield is 0.830. (2) The reactants are [C:1]([SiH2:5][O:6][C:7]([CH3:28])([CH3:27])[C:8]1[CH:13]=[CH:12][C:11]([C:14]2[C:19]([F:20])=[C:18]([F:21])[C:17]([C:22]([OH:24])=O)=[C:16]([F:25])[C:15]=2[F:26])=[CH:10][CH:9]=1)([CH3:4])([CH3:3])[CH3:2].[CH3:29][O:30][C:31](=[O:41])[C:32]1[CH:37]=[C:36]([CH3:38])[CH:35]=[C:34]([NH2:39])[C:33]=1[NH2:40].CN(C(ON1N=NC2C=CC=NC1=2)=[N+](C)C)C.F[P-](F)(F)(F)(F)F.C(N(CC)C(C)C)(C)C. The catalyst is CN(C=O)C. The product is [CH3:29][O:30][C:31](=[O:41])[C:32]1[CH:37]=[C:36]([CH3:38])[CH:35]=[C:34]([NH:39][C:22]([C:17]2[C:18]([F:21])=[C:19]([F:20])[C:14]([C:11]3[CH:10]=[CH:9][C:8]([C:7]([CH3:28])([CH3:27])[O:6][SiH2:5][C:1]([CH3:3])([CH3:2])[CH3:4])=[CH:13][CH:12]=3)=[C:15]([F:26])[C:16]=2[F:25])=[O:24])[C:33]=1[NH2:40]. The yield is 0.808. (3) The reactants are Br[C:2]1[CH:7]=[CH:6][C:5]([S:8]([CH3:11])(=[O:10])=[O:9])=[CH:4][N:3]=1.[C:12]([O:16][C:17]([N:19]1[CH2:24][CH2:23][CH:22]([NH2:25])[CH2:21][CH2:20]1)=[O:18])([CH3:15])([CH3:14])[CH3:13].C(N(C(C)C)C(C)C)C. The catalyst is C(#N)C. The product is [C:12]([O:16][C:17]([N:19]1[CH2:24][CH2:23][CH:22]([NH:25][C:2]2[CH:7]=[CH:6][C:5]([S:8]([CH3:11])(=[O:10])=[O:9])=[CH:4][N:3]=2)[CH2:21][CH2:20]1)=[O:18])([CH3:15])([CH3:13])[CH3:14]. The yield is 0.700. (4) The reactants are Cl[C:2]1[N:7]=[N:6][C:5]([C:8]([F:11])([F:10])[F:9])=[C:4]([C:12]2[CH:17]=[CH:16][CH:15]=[CH:14][CH:13]=2)[CH:3]=1.[CH3:18][C@H:19]1[CH2:24][NH:23][CH2:22][C@@H:21]([CH3:25])[NH:20]1.C(N(C(C)C)CC)(C)C.Cl. The catalyst is C(#N)C.C(OCC)C. The product is [CH3:18][C@H:19]1[NH:20][C@@H:21]([CH3:25])[CH2:22][N:23]([C:2]2[N:7]=[N:6][C:5]([C:8]([F:11])([F:10])[F:9])=[C:4]([C:12]3[CH:17]=[CH:16][CH:15]=[CH:14][CH:13]=3)[CH:3]=2)[CH2:24]1. The yield is 0.270. (5) The reactants are [Cl:1][CH2:2][C:3]([CH:5]1[CH2:14][CH2:13][C:12]2[C:7](=[CH:8][CH:9]=[C:10]([F:15])[CH:11]=2)[O:6]1)=[O:4].[BH4-].[Na+]. The catalyst is C(O)C.O.ClCCl. The product is [Cl:1][CH2:2][CH:3]([CH:5]1[CH2:14][CH2:13][C:12]2[C:7](=[CH:8][CH:9]=[C:10]([F:15])[CH:11]=2)[O:6]1)[OH:4]. The yield is 0.700. (6) The reactants are [C:1]([O:6][C@@H:7]1[C@@H:15]([CH2:16][C:17]2[C:26]3[C:21](=[CH:22][CH:23]=[CH:24][CH:25]=3)[CH:20]=[CH:19][CH:18]=2)[CH2:14][O:13][CH2:12][C@H:11]([NH:27][C:28](=[O:38])[C:29]2[C:34]([OH:35])=[C:33]([O:36][CH3:37])[CH:32]=[CH:31][N:30]=2)[C:10](=[O:39])[O:9][C@H:8]1[CH3:40])(=[O:5])[CH:2]([CH3:4])[CH3:3].[C:41](Cl)(=[O:43])[CH3:42]. The catalyst is CN(C1C=CN=CC=1)C.C(Cl)Cl. The product is [C:1]([O:6][C@@H:7]1[C@@H:15]([CH2:16][C:17]2[C:26]3[C:21](=[CH:22][CH:23]=[CH:24][CH:25]=3)[CH:20]=[CH:19][CH:18]=2)[CH2:14][O:13][CH2:12][C@H:11]([NH:27][C:28](=[O:38])[C:29]2[C:34]([O:35][C:41](=[O:43])[CH3:42])=[C:33]([O:36][CH3:37])[CH:32]=[CH:31][N:30]=2)[C:10](=[O:39])[O:9][C@H:8]1[CH3:40])(=[O:5])[CH:2]([CH3:3])[CH3:4]. The yield is 0.930. (7) The reactants are C1(S([N:10]2[C:18]3[C:13](=[CH:14][C:15]([CH2:19][CH3:20])=[CH:16][CH:17]=3)[CH2:12][CH2:11]2)(=O)=O)C=CC=CC=1.[OH-].[Na+]. The catalyst is Br. The product is [CH2:19]([C:15]1[CH:14]=[C:13]2[C:18](=[CH:17][CH:16]=1)[NH:10][CH2:11][CH2:12]2)[CH3:20]. The yield is 0.320.